From a dataset of CYP2C9 inhibition data for predicting drug metabolism from PubChem BioAssay. Regression/Classification. Given a drug SMILES string, predict its absorption, distribution, metabolism, or excretion properties. Task type varies by dataset: regression for continuous measurements (e.g., permeability, clearance, half-life) or binary classification for categorical outcomes (e.g., BBB penetration, CYP inhibition). Dataset: cyp2c9_veith. (1) The drug is COc1ccc(C[C@H](C)NC[C@@H](O)c2ccc(O)c(NC=O)c2)cc1. The result is 0 (non-inhibitor). (2) The drug is C#CCCCO/N=C1/C[C@@H](O)[C@@H](O)[C@H]2[C@@H]1CC[C@@H]1C(=O)N([C@@H](C)c3ccccc3)C(=O)[C@H]12. The result is 0 (non-inhibitor). (3) The result is 1 (inhibitor). The molecule is Cn1c(=O)c2c(nc(Cl)n2Cc2ccc(Cl)c(Cl)c2)n(C)c1=O. (4) The compound is O=C1C2=CC[C@H]3C(=O)N(Cc4ccc5c(c4)OCO5)C(=O)[C@@H]3[C@@H]2[C@H](O)[C@@H]2O[C@H]12. The result is 0 (non-inhibitor). (5) The compound is O=C(c1ccco1)N1CCC2(CC1)CCN(c1ccc(-c3ccccc3)cc1)CC2. The result is 0 (non-inhibitor).